This data is from TCR-epitope binding with 47,182 pairs between 192 epitopes and 23,139 TCRs. The task is: Binary Classification. Given a T-cell receptor sequence (or CDR3 region) and an epitope sequence, predict whether binding occurs between them. The epitope is ALSKGVHFV. The TCR CDR3 sequence is CASSLGGAEGVFTDTQYF. Result: 1 (the TCR binds to the epitope).